Dataset: Catalyst prediction with 721,799 reactions and 888 catalyst types from USPTO. Task: Predict which catalyst facilitates the given reaction. (1) Reactant: I[Si](C)(C)C.[CH3:6][O:7][C:8]1[CH:13]=[CH:12][C:11]([C@H:14]2[CH2:23][CH2:22][CH2:21][C@@H:20]3[N:15]2[C:16](=[O:24])[CH2:17][CH2:18][CH2:19]3)=[CH:10][CH:9]=1.CN(C)CCN(C)C.[I:33]I.S([O-])([O-])(=O)=S.[Na+].[Na+]. Product: [I:33][CH:17]1[C:16](=[O:24])[N:15]2[C@@H:20]([CH2:21][CH2:22][CH2:23][C@@H:14]2[C:11]2[CH:10]=[CH:9][C:8]([O:7][CH3:6])=[CH:13][CH:12]=2)[CH2:19][CH2:18]1. The catalyst class is: 124. (2) Reactant: [Mg].BrC(Br)C.[Cl:6][C:7]1[CH:12]=[CH:11][C:10](Br)=[CH:9][CH:8]=1.[C:14]([C:16]1[CH:23]=[CH:22][C:19]([CH:20]=[O:21])=[CH:18][CH:17]=1)#[N:15]. Product: [Cl:6][C:7]1[CH:12]=[CH:11][C:10]([CH:20]([OH:21])[C:19]2[CH:22]=[CH:23][C:16]([C:14]#[N:15])=[CH:17][CH:18]=2)=[CH:9][CH:8]=1. The catalyst class is: 7. (3) Reactant: I/[C:2](/[C:9]1[CH:14]=[CH:13][CH:12]=[CH:11][CH:10]=1)=[CH:3]\[C:4]([O:6][CH2:7][CH3:8])=[O:5].O1C=CC=C1P(C1OC=CC=1)C1OC=CC=1.[F:31][C:32]([F:43])([F:42])[C:33]1[CH:38]=[CH:37][C:36](B(O)O)=[CH:35][CH:34]=1.C(=O)([O-])[O-].[Na+].[Na+]. Product: [C:9]1(/[C:2](/[C:36]2[CH:37]=[CH:38][C:33]([C:32]([F:43])([F:42])[F:31])=[CH:34][CH:35]=2)=[CH:3]/[C:4]([O:6][CH2:7][CH3:8])=[O:5])[CH:14]=[CH:13][CH:12]=[CH:11][CH:10]=1. The catalyst class is: 333. (4) Reactant: [O-][CH2:2]CCC.[K+].C[C:8]1[CH:13]=[CH:12][C:11]([NH:14][C:15]2[N:20]=[C:19]([C:21]3[CH:22]=[N:23][CH:24]=[CH:25][CH:26]=3)[CH:18]=[CH:17][N:16]=2)=[CH:10][C:9]=1[NH2:27].C([O:30][C:31](=O)[C:32]1[CH:37]=[CH:36][C:35]([CH2:38][N:39]2[CH2:44][CH2:43][N:42]([CH3:45])[CH2:41][CH2:40]2)=[CH:34][CH:33]=1)C. Product: [CH3:2][C:12]1[CH:13]=[CH:8][C:9]([NH:27][C:31]([C:32]2[CH:37]=[CH:36][C:35]([CH2:38][N:39]3[CH2:40][CH2:41][N:42]([CH3:45])[CH2:43][CH2:44]3)=[CH:34][CH:33]=2)=[O:30])=[CH:10][C:11]=1[NH:14][C:15]1[N:16]=[CH:17][CH:18]=[C:19]([C:21]2[CH:26]=[CH:25][CH:24]=[N:23][CH:22]=2)[N:20]=1. The catalyst class is: 548. (5) Reactant: [CH2:1]([N:3]1[CH2:8][CH2:7][N:6]([C:9]2[CH:10]=[N:11][C:12]([N+:15]([O-])=O)=[CH:13][CH:14]=2)[CH2:5][CH2:4]1)[CH3:2].[CH2:18](O)C. Product: [CH2:1]([N:3]1[CH2:8][CH2:7][N:6](/[C:9](=[CH:14]\[CH:13]=[CH2:18])/[CH:10]=[N:11]/[CH2:12][NH2:15])[CH2:5][CH2:4]1)[CH3:2]. The catalyst class is: 45. (6) Reactant: Cl.[Cl:2][CH2:3][CH2:4][NH:5][CH2:6][CH2:7][Cl:8].[C:9](O[C:9]([O:11][C:12]([CH3:15])([CH3:14])[CH3:13])=[O:10])([O:11][C:12]([CH3:15])([CH3:14])[CH3:13])=[O:10].C(N(CC)CC)C.O. Product: [C:12]([O:11][C:9]([N:5]([CH2:6][CH2:7][Cl:8])[CH2:4][CH2:3][Cl:2])=[O:10])([CH3:15])([CH3:14])[CH3:13]. The catalyst class is: 4. (7) Reactant: [CH2:1]([C:8]1[C:9](Cl)=[N:10][C:11]([S:15][CH3:16])=[N:12][C:13]=1[Cl:14])[C:2]1[CH:7]=[CH:6][CH:5]=[CH:4][CH:3]=1.[NH:18]1[CH2:22][CH2:21][CH2:20][CH2:19]1.C(N(CC)CC)C. Product: [CH2:1]([C:8]1[C:13]([Cl:14])=[N:12][C:11]([S:15][CH3:16])=[N:10][C:9]=1[N:18]1[CH2:22][CH2:21][CH2:20][CH2:19]1)[C:2]1[CH:3]=[CH:4][CH:5]=[CH:6][CH:7]=1. The catalyst class is: 7. (8) Reactant: N1C=CC=CC=1.[N:7]1[CH:12]=[CH:11][CH:10]=[C:9]([CH2:13][O:14][C:15]2[CH:20]=[CH:19][CH:18]=[CH:17][C:16]=2[NH2:21])[CH:8]=1.[N:22]1([C:28]2[N:29]=[C:30]([CH2:35][C:36]([O-])=[O:37])[NH:31][C:32](=[O:34])[CH:33]=2)[CH2:27][CH2:26][O:25][CH2:24][CH2:23]1.[Na+]. Product: [N:22]1([C:28]2[N:29]=[C:30]([CH2:35][C:36]([NH:21][C:16]3[CH:17]=[CH:18][CH:19]=[CH:20][C:15]=3[O:14][CH2:13][C:9]3[CH:8]=[N:7][CH:12]=[CH:11][CH:10]=3)=[O:37])[NH:31][C:32](=[O:34])[CH:33]=2)[CH2:23][CH2:24][O:25][CH2:26][CH2:27]1. The catalyst class is: 9. (9) The catalyst class is: 71. Reactant: [F:1][C:2]1[CH:7]=[CH:6][C:5]([S:8]([NH:11][CH2:12][CH2:13][CH2:14][NH:15][C:16](=[O:32])[C@@H:17]([NH:24]C(=O)OC(C)(C)C)[C:18]2[CH:23]=[CH:22][CH:21]=[CH:20][CH:19]=2)(=[O:10])=[O:9])=[C:4]([C:33]([F:36])([F:35])[F:34])[CH:3]=1.Cl. Product: [NH2:24][C@@H:17]([C:18]1[CH:23]=[CH:22][CH:21]=[CH:20][CH:19]=1)[C:16]([NH:15][CH2:14][CH2:13][CH2:12][NH:11][S:8]([C:5]1[CH:6]=[CH:7][C:2]([F:1])=[CH:3][C:4]=1[C:33]([F:35])([F:36])[F:34])(=[O:9])=[O:10])=[O:32].